This data is from Full USPTO retrosynthesis dataset with 1.9M reactions from patents (1976-2016). The task is: Predict the reactants needed to synthesize the given product. (1) The reactants are: [NH:1]1[CH2:9][CH2:8][NH:7][CH2:6][CH2:5][NH:4][CH2:3][CH2:2]1.Br[CH:11]1[N:15]([O:16][CH2:17][C:18]2[CH:23]=[CH:22][CH:21]=[CH:20][CH:19]=2)[C:14](=[O:24])[CH2:13][CH2:12]1. Given the product [CH2:17]([O:16][N:15]1[CH:11]([N:1]2[CH2:9][CH2:8][N:7]([CH:11]3[N:15]([O:16][CH2:17][C:18]4[CH:23]=[CH:22][CH:21]=[CH:20][CH:19]=4)[C:14](=[O:24])[CH2:13][CH2:12]3)[CH2:6][CH2:5][N:4]([CH:11]3[N:15]([O:16][CH2:17][C:18]4[CH:23]=[CH:22][CH:21]=[CH:20][CH:19]=4)[C:14](=[O:24])[CH2:13][CH2:12]3)[CH2:3][CH2:2]2)[CH2:12][CH2:13][C:14]1=[O:24])[C:18]1[CH:23]=[CH:22][CH:21]=[CH:20][CH:19]=1, predict the reactants needed to synthesize it. (2) Given the product [Br:1][C:2]1[CH:7]=[C:6]([NH2:8])[CH:5]=[N:4][C:3]=1[Cl:11], predict the reactants needed to synthesize it. The reactants are: [Br:1][C:2]1[C:3]([Cl:11])=[N:4][CH:5]=[C:6]([N+:8]([O-])=O)[CH:7]=1.[Cl-].[NH4+]. (3) Given the product [O:31]=[S:2]1(=[O:1])[C:7]2[CH:8]=[CH:9][CH:10]=[CH:11][C:6]=2[NH:5][C:4]([C:12]2[C:13](=[O:30])[N:14]([NH:23][CH2:24][C:25]3[S:26][CH:27]=[CH:28][N:29]=3)[C:15]3[C:20]([C:21]=2[OH:22])=[CH:19][CH:18]=[CH:17][CH:16]=3)=[N:3]1, predict the reactants needed to synthesize it. The reactants are: [O:1]=[S:2]1(=[O:31])[C:7]2[CH:8]=[CH:9][CH:10]=[CH:11][C:6]=2[NH:5][C:4]([C:12]2[C:13](=[O:30])[N:14]([N:23]=[CH:24][C:25]3[S:26][CH:27]=[CH:28][N:29]=3)[C:15]3[C:20]([C:21]=2[OH:22])=[CH:19][CH:18]=[CH:17][CH:16]=3)=[N:3]1.CO.[BH4-].[Li+].Cl. (4) Given the product [F:1][C:2]([F:14])([F:15])[C:3]1[CH:4]=[C:5]([NH:6][C:30](=[O:31])[CH2:29][CH:26]2[CH2:27][CH2:28][N:23]([C:21]([O:20][C:16]([CH3:18])([CH3:17])[CH3:19])=[O:22])[CH2:24][CH2:25]2)[CH:7]=[C:8]([C:10]([F:11])([F:12])[F:13])[CH:9]=1, predict the reactants needed to synthesize it. The reactants are: [F:1][C:2]([F:15])([F:14])[C:3]1[CH:4]=[C:5]([CH:7]=[C:8]([C:10]([F:13])([F:12])[F:11])[CH:9]=1)[NH2:6].[C:16]([O:20][C:21]([N:23]1[CH2:28][CH2:27][CH:26]([CH2:29][C:30](O)=[O:31])[CH2:25][CH2:24]1)=[O:22])([CH3:19])([CH3:18])[CH3:17].CCN(C(C)C)C(C)C.CN(C(ON1N=NC2C=CC=NC1=2)=[N+](C)C)C.F[P-](F)(F)(F)(F)F. (5) Given the product [O:21]1[C:25]2[CH:26]=[CH:27][C:28]([NH:30][C:4]3[N:9]=[CH:8][C:7]4=[CH:10][CH:11]=[C:12]([C:13]5[CH:18]=[CH:17][CH:16]=[CH:15][C:14]=5[O:19][CH3:20])[N:6]4[N:5]=3)=[CH:29][C:24]=2[O:23][CH2:22]1, predict the reactants needed to synthesize it. The reactants are: CS([C:4]1[N:9]=[CH:8][C:7]2=[CH:10][CH:11]=[C:12]([C:13]3[CH:18]=[CH:17][CH:16]=[CH:15][C:14]=3[O:19][CH3:20])[N:6]2[N:5]=1)=O.[O:21]1[C:25]2[CH:26]=[CH:27][C:28]([NH2:30])=[CH:29][C:24]=2[O:23][CH2:22]1. (6) Given the product [CH3:18][C:19]1[CH:20]=[C:21]([CH:23]=[C:24]([C:26]([F:27])([F:28])[F:29])[CH:25]=1)[NH:22][C:2]1[CH:7]=[C:6]([C:8]([F:11])([F:10])[F:9])[N:5]=[C:4]([C:12]2[CH:13]=[N:14][CH:15]=[CH:16][CH:17]=2)[N:3]=1, predict the reactants needed to synthesize it. The reactants are: Cl[C:2]1[CH:7]=[C:6]([C:8]([F:11])([F:10])[F:9])[N:5]=[C:4]([C:12]2[CH:13]=[N:14][CH:15]=[CH:16][CH:17]=2)[N:3]=1.[CH3:18][C:19]1[CH:20]=[C:21]([CH:23]=[C:24]([C:26]([F:29])([F:28])[F:27])[CH:25]=1)[NH2:22]. (7) Given the product [CH3:11][N:12]([CH3:13])[C:2]1[CH:7]=[CH:6][C:5]([N+:8]([O-:10])=[O:9])=[CH:4][N:3]=1, predict the reactants needed to synthesize it. The reactants are: Br[C:2]1[CH:7]=[CH:6][C:5]([N+:8]([O-:10])=[O:9])=[CH:4][N:3]=1.[CH3:11][NH:12][CH3:13].